This data is from Catalyst prediction with 721,799 reactions and 888 catalyst types from USPTO. The task is: Predict which catalyst facilitates the given reaction. (1) Reactant: C(O[C:4](=O)[NH:5][CH:6]1[CH2:11][CH2:10][N:9]([CH2:12][C:13]([OH:16])([CH3:15])[CH3:14])[CH2:8][CH2:7]1)C.[H-].[Al+3].[Li+].[H-].[H-].[H-].O.[OH-].[Na+]. Product: [CH3:15][C:13]([OH:16])([CH3:14])[CH2:12][N:9]1[CH2:10][CH2:11][CH:6]([NH:5][CH3:4])[CH2:7][CH2:8]1. The catalyst class is: 7. (2) The catalyst class is: 8. Product: [Cl:1][C:2]1[CH:3]=[CH:4][C:5]([S:8]([NH:11][C@H:12]2[CH2:16][CH2:15][N:14]([C:17]3[N:22]4[N:23]=[CH:24][CH:25]=[C:21]4[N:20]=[C:19]([CH3:26])[C:18]=3[CH:27]([CH2:33][CH2:34][CH3:35])[C:28]([OH:30])=[O:29])[CH2:13]2)(=[O:9])=[O:10])=[CH:6][CH:7]=1. Reactant: [Cl:1][C:2]1[CH:7]=[CH:6][C:5]([S:8]([NH:11][C@H:12]2[CH2:16][CH2:15][N:14]([C:17]3[N:22]4[N:23]=[CH:24][CH:25]=[C:21]4[N:20]=[C:19]([CH3:26])[C:18]=3[CH:27]([CH2:33][CH2:34][CH3:35])[C:28]([O:30]CC)=[O:29])[CH2:13]2)(=[O:10])=[O:9])=[CH:4][CH:3]=1.[OH-].[Na+]. (3) Reactant: FC(F)(F)S(O[CH2:7][C@H:8]([CH3:11])[CH2:9][F:10])(=O)=O.[NH:14]1[C:22]2[C:17](=[CH:18][CH:19]=[CH:20][CH:21]=2)[C:16]([CH2:23][C@H:24]([NH2:26])[CH3:25])=[CH:15]1.C(N(C(C)C)C(C)C)C. Product: [NH:14]1[C:22]2[C:17](=[CH:18][CH:19]=[CH:20][CH:21]=2)[C:16]([CH2:23][C@H:24]([NH:26][CH2:7][C@H:8]([CH3:11])[CH2:9][F:10])[CH3:25])=[CH:15]1. The catalyst class is: 225. (4) Product: [Br:27][CH2:11][C:10]([CH2:9][O:8][C:7]([C:20]1[CH:25]=[CH:24][CH:23]=[CH:22][CH:21]=1)([C:14]1[CH:19]=[CH:18][CH:17]=[CH:16][CH:15]=1)[C:1]1[CH:6]=[CH:5][CH:4]=[CH:3][CH:2]=1)=[CH2:13]. The catalyst class is: 124. Reactant: [C:1]1([C:7]([C:20]2[CH:25]=[CH:24][CH:23]=[CH:22][CH:21]=2)([C:14]2[CH:19]=[CH:18][CH:17]=[CH:16][CH:15]=2)[O:8][CH2:9][C:10](=[CH2:13])[CH2:11]O)[CH:6]=[CH:5][CH:4]=[CH:3][CH:2]=1.C(Br)(Br)(Br)[Br:27].C1(P(C2C=CC=CC=2)C2C=CC=CC=2)C=CC=CC=1.C([O-])(O)=O.[Na+]. (5) Reactant: CC(C)=O.Cl[C:6]1[N:11]=[C:10]([Cl:12])[N:9]=[C:8]([N:13]2[CH2:18][CH2:17][O:16][CH2:15][CH2:14]2)[N:7]=1.[CH:19]12[O:26][CH:23]([CH2:24][CH2:25]1)[CH2:22][NH:21][CH2:20]2. Product: [Cl:12][C:10]1[N:9]=[C:8]([N:13]2[CH2:18][CH2:17][O:16][CH2:15][CH2:14]2)[N:7]=[C:6]([N:21]2[CH2:20][CH:19]3[O:26][CH:23]([CH2:24][CH2:25]3)[CH2:22]2)[N:11]=1. The catalyst class is: 66.